Dataset: Peptide-MHC class II binding affinity with 134,281 pairs from IEDB. Task: Regression. Given a peptide amino acid sequence and an MHC pseudo amino acid sequence, predict their binding affinity value. This is MHC class II binding data. (1) The peptide sequence is VGSNMTQRVVIALLV. The MHC is H-2-IAd with pseudo-sequence H-2-IAd. The binding affinity (normalized) is 0.687. (2) The MHC is HLA-DQA10201-DQB10303 with pseudo-sequence HLA-DQA10201-DQB10303. The peptide sequence is EGRKVAIKGPLRISA. The binding affinity (normalized) is 0. (3) The peptide sequence is TKKGNVWEVKSSKPLVGPFN. The MHC is DRB1_1501 with pseudo-sequence DRB1_1501. The binding affinity (normalized) is 0.643. (4) The peptide sequence is GIGVLLTWIGLNSKN. The MHC is DRB1_1302 with pseudo-sequence DRB1_1302. The binding affinity (normalized) is 0.234. (5) The MHC is DRB1_1602 with pseudo-sequence DRB1_1602. The peptide sequence is YDKNLANVSTVLTGK. The binding affinity (normalized) is 0.491. (6) The peptide sequence is TISVFLHSEEGSRAY. The MHC is DRB1_0901 with pseudo-sequence DRB1_0901. The binding affinity (normalized) is 0.568. (7) The peptide sequence is VQLIAAVPGKNVVNV. The MHC is HLA-DQA10303-DQB10402 with pseudo-sequence HLA-DQA10303-DQB10402. The binding affinity (normalized) is 0.405. (8) The peptide sequence is APEVKKTVFETALKK. The MHC is HLA-DPA10201-DPB10101 with pseudo-sequence HLA-DPA10201-DPB10101. The binding affinity (normalized) is 0.820.